From a dataset of Forward reaction prediction with 1.9M reactions from USPTO patents (1976-2016). Predict the product of the given reaction. Given the reactants C([O:3][C:4]([C:6]1[C:7]([C:12]2[CH:17]=[CH:16][C:15]([F:18])=[C:14]([F:19])[CH:13]=2)=[N:8][O:9][C:10]=1[CH3:11])=[O:5])C.[CH:20](=O)[C:21]1[CH:26]=[CH:25][CH:24]=[CH:23][CH:22]=1.[O-]CC.[Na+].Cl, predict the reaction product. The product is: [F:19][C:14]1[CH:13]=[C:12]([C:7]2[C:6]([C:4]([OH:3])=[O:5])=[C:10](/[CH:11]=[CH:20]/[C:21]3[CH:26]=[CH:25][CH:24]=[CH:23][CH:22]=3)[O:9][N:8]=2)[CH:17]=[CH:16][C:15]=1[F:18].